This data is from Reaction yield outcomes from USPTO patents with 853,638 reactions. The task is: Predict the reaction yield, written as a fraction of the theoretical maximum amount of product (1.0 means a 100% yield; for example, 0.34 means a 34% yield). (1) The reactants are [ClH:1].[CH2:2]([N:6]1[CH2:11][CH2:10][CH:9]([CH2:12][NH:13][C:14]([C:16]2[C:24]3[CH:23]=[CH:22][CH:21]=[CH:20][C:19]=3[N:18]3[CH2:25][CH2:26][CH2:27][O:28][C:17]=23)=[O:15])[CH2:8][CH2:7]1)[CH2:3][CH2:4][CH3:5]. The catalyst is C(O)C. The yield is 0.940. The product is [ClH:1].[CH2:2]([N:6]1[CH2:7][CH2:8][CH:9]([CH2:12][NH:13][C:14]([C:16]2[C:24]3[CH:23]=[CH:22][CH:21]=[CH:20][C:19]=3[N:18]3[CH2:25][CH2:26][CH2:27][O:28][C:17]=23)=[O:15])[CH2:10][CH2:11]1)[CH2:3][CH2:4][CH3:5]. (2) The reactants are [NH2:1][CH2:2][CH:3]1[CH2:8][CH2:7][N:6]([C:9]([O:11][C:12]([CH3:15])([CH3:14])[CH3:13])=[O:10])[CH2:5][CH2:4]1.[CH3:16][S:17](Cl)(=[O:19])=[O:18].C(N(CC)CC)C.O. The catalyst is C(Cl)Cl. The product is [C:12]([O:11][C:9]([N:6]1[CH2:7][CH2:8][CH:3]([CH:2]([S:17]([CH3:16])(=[O:19])=[O:18])[NH2:1])[CH2:4][CH2:5]1)=[O:10])([CH3:15])([CH3:14])[CH3:13]. The yield is 1.02. (3) The reactants are [C:1]([C:3]1[CH:4]=[C:5]([NH:23][C:24](=[O:27])[O:25][CH3:26])[CH:6]=[N:7][C:8]=1[S:9](=[O:22])(=[O:21])[NH:10][C:11]1[CH:12]=[CH:13][C:14]2[CH2:18][O:17][B:16]([OH:19])[C:15]=2[CH:20]=1)#[N:2]. The catalyst is N.[Ni]. The product is [NH2:2][CH2:1][C:3]1[CH:4]=[C:5]([NH:23][C:24](=[O:27])[O:25][CH3:26])[CH:6]=[N:7][C:8]=1[S:9](=[O:22])(=[O:21])[NH:10][C:11]1[CH:12]=[CH:13][C:14]2[CH2:18][O:17][B:16]([OH:19])[C:15]=2[CH:20]=1. The yield is 0.590.